From a dataset of Microsomal clearance measurements from AstraZeneca. Regression/Classification. Given a drug SMILES string, predict its absorption, distribution, metabolism, or excretion properties. Task type varies by dataset: regression for continuous measurements (e.g., permeability, clearance, half-life) or binary classification for categorical outcomes (e.g., BBB penetration, CYP inhibition). For this dataset (clearance_microsome_az), we predict log10(clearance) (log10 of the in vitro intrinsic clearance, CLint, in uL/min per mg of human liver microsomal protein, equivalently mL/min/g; values are censored to the assay range of 3 to 150, which is 0.477 to 2.18 on this log10 scale). The drug is CCO[C@@H]1OC(=O)C[C@@H]1NC(=O)[C@@H]1CCCN2C(=O)CC[C@H](NC(=O)c3nccc4ccccc34)C(=O)N12. The log10(clearance) is 0.480.